Dataset: Peptide-MHC class I binding affinity with 185,985 pairs from IEDB/IMGT. Task: Regression. Given a peptide amino acid sequence and an MHC pseudo amino acid sequence, predict their binding affinity value. This is MHC class I binding data. (1) The peptide sequence is MQLQLNCAY. The MHC is HLA-A11:01 with pseudo-sequence HLA-A11:01. The binding affinity (normalized) is 0.0847. (2) The peptide sequence is ELIKELPGY. The MHC is HLA-A26:02 with pseudo-sequence HLA-A26:02. The binding affinity (normalized) is 1.00. (3) The peptide sequence is VLDIISSKQY. The MHC is HLA-A68:01 with pseudo-sequence HLA-A68:01. The binding affinity (normalized) is 0.331.